Dataset: Full USPTO retrosynthesis dataset with 1.9M reactions from patents (1976-2016). Task: Predict the reactants needed to synthesize the given product. (1) Given the product [CH2:23]([C:30]1[CH:31]=[C:32]([C:7]2[CH:12]=[CH:11][C:10]([CH2:13][CH2:14][C:15]#[N:16])=[CH:9][C:8]=2[CH2:17][CH:18]([CH3:20])[CH3:19])[CH:33]=[CH:34][C:35]=1[O:36][CH3:37])[C:24]1[CH:25]=[CH:26][CH:27]=[CH:28][CH:29]=1, predict the reactants needed to synthesize it. The reactants are: FC(F)(F)S(O[C:7]1[CH:12]=[CH:11][C:10]([CH2:13][CH2:14][C:15]#[N:16])=[CH:9][C:8]=1[CH2:17][CH:18]([CH3:20])[CH3:19])(=O)=O.[CH2:23]([C:30]1[CH:31]=[C:32](B(O)O)[CH:33]=[CH:34][C:35]=1[O:36][CH3:37])[C:24]1[CH:29]=[CH:28][CH:27]=[CH:26][CH:25]=1.C([O-])([O-])=O.[Na+].[Na+]. (2) Given the product [CH3:28][N:27]([CH3:29])[C:25]1[C:24]2[C:19](=[CH:20][CH:21]=[CH:22][CH:23]=2)[N:18]=[C:17]([NH:16][CH2:15][C@H:12]2[CH2:11][CH2:10][C@H:9]([CH2:8][NH:7][S:47]([C:42]3[CH:43]=[CH:44][CH:45]=[CH:46][C:41]=3[O:40][C:39]([F:38])([F:51])[F:52])(=[O:49])=[O:48])[CH2:14][CH2:13]2)[N:26]=1, predict the reactants needed to synthesize it. The reactants are: C(OC(=O)[NH:7][CH2:8][C@H:9]1[CH2:14][CH2:13][C@H:12]([CH2:15][NH:16][C:17]2[N:26]=[C:25]([N:27]([CH3:29])[CH3:28])[C:24]3[C:19](=[CH:20][CH:21]=[CH:22][CH:23]=3)[N:18]=2)[CH2:11][CH2:10]1)(C)(C)C.Cl.N1C=CC=CC=1.[F:38][C:39]([F:52])([F:51])[O:40][C:41]1[CH:46]=[CH:45][CH:44]=[CH:43][C:42]=1[S:47](Cl)(=[O:49])=[O:48].